Dataset: Peptide-MHC class II binding affinity with 134,281 pairs from IEDB. Task: Regression. Given a peptide amino acid sequence and an MHC pseudo amino acid sequence, predict their binding affinity value. This is MHC class II binding data. The peptide sequence is TQVLKTMSLYMAISP. The MHC is DRB1_0101 with pseudo-sequence DRB1_0101. The binding affinity (normalized) is 0.472.